Dataset: CYP3A4 inhibition data for predicting drug metabolism from PubChem BioAssay. Task: Regression/Classification. Given a drug SMILES string, predict its absorption, distribution, metabolism, or excretion properties. Task type varies by dataset: regression for continuous measurements (e.g., permeability, clearance, half-life) or binary classification for categorical outcomes (e.g., BBB penetration, CYP inhibition). Dataset: cyp3a4_veith. The molecule is CC(=O)[C@@]1(O)CC[C@@H]2[C@@H]3CCC4=CC(=O)CC[C@@]4(C)[C@H]3CC[C@]21C. The result is 0 (non-inhibitor).